From a dataset of Experimentally validated miRNA-target interactions with 360,000+ pairs, plus equal number of negative samples. Binary Classification. Given a miRNA mature sequence and a target amino acid sequence, predict their likelihood of interaction. (1) The miRNA is hsa-miR-548as-3p with sequence UAAAACCCACAAUUAUGUUUGU. The protein sequence of the target gene is MSGCVLLSRGATAAAAAARASRVLREFTARRRPLHTSLQSCSFAKELFLGNIEQKGVFPFPEVSQHELSEINQFVGPLEKFFTEEVDSRKIDQEGKIPVDTLEKLKSLGLFGIQVPEEYGGLGLSNTMYARLGEIISLDASITVTLAAHQAIGLKGIILVGNEEQKAKYLPKLSSGEHIAAFCLTEPASGSDAASIQTRATLSEDKKYFILNGSKVWITNGGLANIFTVFAKTEVVDSDGSKTDKMTAFIVERDFGGITNGKPEDKLGIRGSNTCEVHFENTRVPVENVLGEVGGGFKVA.... Result: 0 (no interaction). (2) The miRNA is hsa-miR-510-3p with sequence AUUGAAACCUCUAAGAGUGGA. The protein sequence of the target gene is MALRSRFWGLFSVCRNPGCRFAALSTSSEPAAKPEVDPVENEAVAPEFTNRNPRNLELLSVARKERGWRTVFPSREFWHRLRVIRTQHHVEALVEHQNGKVVVSASTREWAIKKHLYSTRNVVACESIGRVLAQRCLEAGINFMVYQPTPWEAASDSMKRLQSAMTEGGVVLREPQRIYE. Result: 1 (interaction). (3) The miRNA is hsa-miR-4506 with sequence AAAUGGGUGGUCUGAGGCAA. The protein sequence of the target gene is MVKLFIGNLPREATEQEIRSLFEQYGKVLECDIIKNYGFVHIEDKTAAEDAIRNLHHYKLHGVNINVEASKNKSKASTKLHVGNISPTCTNQELRAKFEEYGPVIECDIVKDYAFVHMERAEDAVEAIRGLDNTEFQGKRMHVQLSTSRLRTAPGMGDQSGCYRCGKEGHWSKECPIDRSGRVADLTEQYNEQYGAVRTPYTMSYGDSLYYNNTYGALDAYYKRCRAARSYEAVAAAAASAYSNYAEQTLSQLPQVQNTAMASHLTSTSLDPYNRHLLPPSGAAAAAAAAAACTAASTSY.... Result: 0 (no interaction). (4) The miRNA is hsa-miR-4636 with sequence AACUCGUGUUCAAAGCCUUUAG. Result: 0 (no interaction). The protein sequence of the target gene is MAAPAVSGLSRQVRCFSTSVVRPFAKLVRPPVQVYGIEGRYATALYSAASKQNKLEQVEKELLRVAQILKEPKVAASVLNPYVKRSIKVKSLNDITAKERFSPLTTNLINLLAENGRLSNTQGVVSAFSTMMSVHRGEVPCTVTSASPLEEATLSELKTVLKSFLSQGQVLKLEAKTDPSILGGMIVRIGEKYVDMSVKTKIQKLGRAMREIV. (5) Result: 0 (no interaction). The protein sequence of the target gene is MKLLENSSFEAINSQLTVETGDAHIIGRIESYSCKMAGDDKHMFKQFCQEGQPHVLEALSPPQTSGLSPSRLSKSQGGEEEGPLSDKCSRKTLFYLIATLNESFRPDYDFSTARSHEFSREPSLSWVVNAVNCSLFSAVREDFKDLKPQLWNAVDEEICLAECDIYSYNPDLDSDPFGEDGSLWSFNYFFYNKRLKRIVFFSCRSISGSTYTPSEAGNELDMELGEEEVEEESRSGGSGAEETSTMEEDRVPVICI. The miRNA is hsa-miR-4646-5p with sequence ACUGGGAAGAGGAGCUGAGGGA. (6) The miRNA is hsa-miR-4645-3p with sequence AGACAGUAGUUCUUGCCUGGUU. The protein sequence of the target gene is MEPSPLSPSGAALPLPLSLAPPPLPLPAAAVVHVSFPEVTSALLESLNQQRLQGQLCDVSIRVQGREFRAHRAVLAASSPYFHDQVLLKGMTSISLPSVMDPGAFETVLASAYTGRLSMAAADIVNFLTVGSVLQMWHIVDKCTELLREGRASATTTITTAAATSVTVPGAGVPSGSGGTVAPATMGSARSHASSRASENQSPSSSNYFSPRESTDFSSSSQEAFAASAVGSGERRGGGPVFPAPVVGSGGATSGKLLLEADELCDDGGDGRGAVVPGAGLRRPTYTPPSIMPQKHWVYV.... Result: 1 (interaction).